From a dataset of Forward reaction prediction with 1.9M reactions from USPTO patents (1976-2016). Predict the product of the given reaction. (1) Given the reactants [C:1]([O:4][C@@H:5]1[C@@H:19]([O:20][C:21](=[O:23])[CH3:22])[C@H:18]([O:24][C:25](=[O:27])[CH3:26])[CH2:17][S:16][C@H:6]1[O:7][C:8]1[C:9]([F:15])=[N:10][CH:11]=[C:12](Br)[CH:13]=1)(=[O:3])[CH3:2].Br[C:29]1[CH:34]=[CH:33][CH:32]=[CH:31][N:30]=1, predict the reaction product. The product is: [C:1]([O:4][C@@H:5]1[C@@H:19]([O:20][C:21](=[O:23])[CH3:22])[C@H:18]([O:24][C:25](=[O:27])[CH3:26])[CH2:17][S:16][C@H:6]1[O:7][C:8]1[C:9]([F:15])=[N:10][CH:11]=[C:12]([C:29]2[CH:34]=[CH:33][CH:32]=[CH:31][N:30]=2)[CH:13]=1)(=[O:3])[CH3:2]. (2) Given the reactants [O:1]1[CH:5]=[CH:4][CH:3]=[C:2]1[C:6]1[C:11]([I:12])=[C:10]([S:13]([CH3:15])=O)[N:9]=[C:8]([NH2:16])[N:7]=1.SC[CH2:19][C:20]1[CH:25]=[CH:24][CH:23]=[CH:22][N:21]=1.C1CCN2C(=NCCC2)CC1, predict the reaction product. The product is: [O:1]1[CH:5]=[CH:4][CH:3]=[C:2]1[C:6]1[C:11]([I:12])=[C:10]([S:13][CH2:15][CH2:19][C:20]2[CH:25]=[CH:24][CH:23]=[CH:22][N:21]=2)[N:9]=[C:8]([NH2:16])[N:7]=1.